This data is from Forward reaction prediction with 1.9M reactions from USPTO patents (1976-2016). The task is: Predict the product of the given reaction. (1) Given the reactants [CH:1]1([C@H:7]([NH:41][C:42]([C:44]2[CH:49]=[N:48][CH:47]=[CH:46][N:45]=2)=[O:43])[C:8]([NH:10][C@@H:11]([C:37]([CH3:40])([CH3:39])[CH3:38])[C:12]([N:14]2[CH2:18][C@@H:17]3[CH2:19][CH2:20][CH2:21][C@@H:16]3[C@H:15]2[C:22]([NH:24][CH:25]([CH2:34][CH2:35][CH3:36])[C@H:26]([OH:33])[C:27]([NH:29][CH:30]2[CH2:32][CH2:31]2)=[O:28])=[O:23])=[O:13])=[O:9])[CH2:6][CH2:5][CH2:4][CH2:3][CH2:2]1.[K+].[Br-].C([O-])(O)=O.[Na+].CC1(C)N([O])C(C)(C)CCC1.[O-]Cl.[Na+], predict the reaction product. The product is: [CH:1]1([C@H:7]([NH:41][C:42]([C:44]2[CH:49]=[N:48][CH:47]=[CH:46][N:45]=2)=[O:43])[C:8]([NH:10][C@@H:11]([C:37]([CH3:38])([CH3:39])[CH3:40])[C:12]([N:14]2[CH2:18][C@@H:17]3[CH2:19][CH2:20][CH2:21][C@@H:16]3[C@H:15]2[C:22]([NH:24][C@@H:25]([CH2:34][CH2:35][CH3:36])[C:26](=[O:33])[C:27]([NH:29][CH:30]2[CH2:31][CH2:32]2)=[O:28])=[O:23])=[O:13])=[O:9])[CH2:6][CH2:5][CH2:4][CH2:3][CH2:2]1. (2) Given the reactants [N:1]1([C:6]2[CH:11]=[CH:10][C:9]([C:12]3[N:16]([C:17]4[CH:22]=[CH:21][C:20]([CH2:23][NH2:24])=[CH:19][C:18]=4[CH3:25])[C:15]([CH2:26][CH2:27][C:28]([O:30]CC)=[O:29])=[CH:14][CH:13]=3)=[CH:8][CH:7]=2)[CH:5]=[CH:4][N:3]=[CH:2]1.O.[OH-].[Li+], predict the reaction product. The product is: [N:1]1([C:6]2[CH:7]=[CH:8][C:9]([C:12]3[N:16]([C:17]4[CH:22]=[CH:21][C:20]([CH2:23][NH2:24])=[CH:19][C:18]=4[CH3:25])[C:15]([CH2:26][CH2:27][C:28]([OH:30])=[O:29])=[CH:14][CH:13]=3)=[CH:10][CH:11]=2)[CH:5]=[CH:4][N:3]=[CH:2]1. (3) Given the reactants [NH2:1][C:2]1[CH:7]=[CH:6][C:5]([F:8])=[CH:4][C:3]=1[NH:9][C@H:10]1[CH2:15][CH2:14][CH2:13][N:12]([CH2:16][CH2:17][O:18][C:19](=[O:24])[C:20]([CH3:23])([CH3:22])[CH3:21])[CH2:11]1.[C:25]([O:29][C:30]([NH:32][C@@H:33]([CH3:37])[C:34](O)=[O:35])=[O:31])([CH3:28])([CH3:27])[CH3:26].C1C=NC2N(O)N=NC=2C=1.Cl.CN(C)CCCN=C=NCC, predict the reaction product. The product is: [C:25]([O:29][C:30]([NH:32][C@@H:33]([CH3:37])[C:34]([NH:1][C:2]1[CH:7]=[CH:6][C:5]([F:8])=[CH:4][C:3]=1[NH:9][C@H:10]1[CH2:15][CH2:14][CH2:13][N:12]([CH2:16][CH2:17][O:18][C:19](=[O:24])[C:20]([CH3:21])([CH3:23])[CH3:22])[CH2:11]1)=[O:35])=[O:31])([CH3:28])([CH3:27])[CH3:26]. (4) Given the reactants [F:1][C:2]1[CH:7]=[C:6]([F:8])[CH:5]=[CH:4][C:3]=1[CH2:9][OH:10].Cl[C:12]1[CH:22]=[C:16]2[N:17]([CH3:21])[CH2:18][CH2:19][CH2:20][N:15]2[C:14](=[O:23])[N:13]=1, predict the reaction product. The product is: [F:1][C:2]1[CH:7]=[C:6]([F:8])[CH:5]=[CH:4][C:3]=1[CH2:9][O:10][C:12]1[CH:22]=[C:16]2[N:17]([CH3:21])[CH2:18][CH2:19][CH2:20][N:15]2[C:14](=[O:23])[N:13]=1. (5) Given the reactants [NH2:1][CH2:2][CH2:3][CH2:4][CH2:5][C:6]([OH:8])=[O:7].Cl.[C:10]([O-])(O)=O.[Na+].[Na+].[Cl-], predict the reaction product. The product is: [NH2:1][CH2:2][CH2:3][CH2:4][CH2:5][C:6]([O:8][CH3:10])=[O:7].